Dataset: Reaction yield outcomes from USPTO patents with 853,638 reactions. Task: Predict the reaction yield, written as a fraction of the theoretical maximum amount of product (1.0 means a 100% yield; for example, 0.34 means a 34% yield). (1) The reactants are [Cl:1][C:2]1[CH:17]=[CH:16][C:5]([C:6]([NH:8][C:9]2[CH:14]=[CH:13][C:12]([F:15])=[CH:11][CH:10]=2)=[O:7])=[CH:4][N:3]=1.[OH:18]O. The catalyst is C(O)(=O)C. The product is [CH:14]1[C:9]([NH:8][C:6]([C:5]2[CH:16]=[CH:17][C:2]([Cl:1])=[N+:3]([O-:18])[CH:4]=2)=[O:7])=[CH:10][CH:11]=[C:12]([F:15])[CH:13]=1. The yield is 0.200. (2) The reactants are C[Mg]Cl.[CH3:4][Zn]C.[CH2:7]([C@@H:10]1[CH2:14][C:13](=[O:15])[CH:12]=[CH:11]1)[CH2:8][CH3:9]. The catalyst is CCOCC.C1(C)C=CC=CC=1.C1COCC1. The product is [CH3:4][C@H:11]1[C@H:10]([CH2:7][CH2:8][CH3:9])[CH2:14][C:13](=[O:15])[CH2:12]1. The yield is 0.630. (3) The reactants are [F:1][C:2]1([F:22])[CH2:7][CH2:6][CH:5]([CH2:8][CH:9]2[CH2:14][CH:13]([C:15]([OH:17])=O)[CH2:12][CH2:11][N:10]2[C:18]([O:20][CH3:21])=[O:19])[CH2:4][CH2:3]1.N1(C(N2C=CN=C2)=O)C=CN=C1.[CH2:35]([O:37][C:38](=[O:43])[CH2:39][C:40]([O-:42])=O)[CH3:36].[K+].[Cl-].[Mg+2].[Cl-].Cl. The catalyst is CN1C2C(N=C(N)NC=2NCC1CNC1C=CC(C(NC(C(O)=O)CCC(O)=O)=O)=CC=1)=O.O.CC(OC)(C)C. The product is [F:22][C:2]1([F:1])[CH2:3][CH2:4][CH:5]([CH2:8][C@H:9]2[CH2:14][C@H:13]([C:15](=[O:17])[CH2:39][C:38]([O:37][CH2:35][CH3:36])=[O:43])[CH2:12][CH2:11][N:10]2[C:18]([O:20][CH3:21])=[O:19])[CH2:6][CH2:7]1.[F:22][C:2]1([F:1])[CH2:3][CH2:4][CH:5]([CH2:8][C@H:9]2[CH2:14][C@@H:13]([C:40](=[O:42])[CH2:39][C:38]([O:37][CH2:35][CH3:36])=[O:43])[CH2:12][CH2:11][N:10]2[C:18]([O:20][CH3:21])=[O:19])[CH2:6][CH2:7]1. The yield is 0.0500. (4) The reactants are CS(O[CH2:6][C:7]#[C:8][C:9]1[CH:14]=[C:13]([F:15])[CH:12]=[CH:11][C:10]=1[CH2:16][NH:17][C:18]([C:20]1[N:21]=[C:22]2[N:27]([C:28](=[O:38])[C:29]=1[O:30][CH2:31][C:32]1[CH:37]=[CH:36][CH:35]=[CH:34][CH:33]=1)[CH2:26][CH2:25][O:24][C:23]2([CH3:40])[CH3:39])=[O:19])(=O)=O.[CH3:41][S-:42].[Na+]. The catalyst is CN(C)C=O.C(OCC)(=O)C. The product is [F:15][C:13]1[CH:12]=[CH:11][C:10]([CH2:16][NH:17][C:18]([C:20]2[N:21]=[C:22]3[N:27]([C:28](=[O:38])[C:29]=2[O:30][CH2:31][C:32]2[CH:37]=[CH:36][CH:35]=[CH:34][CH:33]=2)[CH2:26][CH2:25][O:24][C:23]3([CH3:39])[CH3:40])=[O:19])=[C:9]([C:8]#[C:7][CH2:6][S:42][CH3:41])[CH:14]=1. The yield is 0.780. (5) The reactants are [CH2:1]([O:5][C:6]1[C:18]([O:19][CH3:20])=[CH:17][CH:16]=[CH:15][C:7]=1[CH2:8][N:9]([CH3:14])[C:10](=[O:13])[CH:11]=[CH2:12])[CH:2]([CH3:4])[CH3:3].C(N(C(C)C)CC)(C)C.Br[C:31]1[CH:42]=[N:41][C:34]2[NH:35][C:36](=[O:40])[CH2:37][NH:38][CH2:39][C:33]=2[CH:32]=1.CC1C=CC=CC=1P(C1C=CC=CC=1C)C1C=CC=CC=1C. The catalyst is C(#N)CC.CN(C=O)C.CC([O-])=O.CC([O-])=O.[Pd+2]. The product is [CH2:1]([O:5][C:6]1[C:18]([O:19][CH3:20])=[CH:17][CH:16]=[CH:15][C:7]=1[CH2:8][N:9]([CH3:14])[C:10](=[O:13])/[CH:11]=[CH:12]/[C:31]1[CH:42]=[N:41][C:34]2[NH:35][C:36](=[O:40])[CH2:37][NH:38][CH2:39][C:33]=2[CH:32]=1)[CH:2]([CH3:3])[CH3:4]. The yield is 0.230.